This data is from Forward reaction prediction with 1.9M reactions from USPTO patents (1976-2016). The task is: Predict the product of the given reaction. Given the reactants [NH2:1][C:2]1[CH:9]=[CH:8][CH:7]=[C:6]([S:10][CH3:11])[C:3]=1[C:4]#[N:5].[S:12](Cl)(=[O:15])(=[O:14])[NH2:13], predict the reaction product. The product is: [S:12]([NH:1][C:2]1[CH:9]=[CH:8][CH:7]=[C:6]([S:10][CH3:11])[C:3]=1[C:4]#[N:5])(=[O:15])(=[O:14])[NH2:13].